Predict the reactants needed to synthesize the given product. From a dataset of Full USPTO retrosynthesis dataset with 1.9M reactions from patents (1976-2016). (1) Given the product [Br:1][C:2]1[CH:3]=[C:4]2[C@@:10]3([CH2:14][CH2:13][N:12]([C:15]([O:17][CH3:18])=[O:16])[CH2:11]3)[CH2:9][N:8]([C:31](=[O:32])[NH:23][C:24]3[S:25][C:26]([F:29])=[CH:27][N:28]=3)[C:5]2=[CH:6][CH:7]=1, predict the reactants needed to synthesize it. The reactants are: [Br:1][C:2]1[CH:3]=[C:4]2[C@@:10]3([CH2:14][CH2:13][N:12]([C:15]([O:17][C:18](C)(C)C)=[O:16])[CH2:11]3)[CH2:9][NH:8][C:5]2=[CH:6][CH:7]=1.Cl.[NH2:23][C:24]1[S:25][C:26]([F:29])=[CH:27][N:28]=1.Cl[C:31](OC)=[O:32]. (2) Given the product [CH3:1][S:2]([C:5]1[N:10]=[CH:9][C:8]([O:11][C:12]2[CH:13]=[C:14]3[C:18](=[C:19]([O:21][CH:22]4[CH2:27][CH2:26][O:25][CH2:24][CH2:23]4)[CH:20]=2)[NH:17][C:16]([C:28]2[S:29][CH:30]([CH2:33][C:34]([NH2:39])=[O:35])[CH2:31][N:32]=2)=[CH:15]3)=[CH:7][CH:6]=1)(=[O:3])=[O:4], predict the reactants needed to synthesize it. The reactants are: [CH3:1][S:2]([C:5]1[N:10]=[CH:9][C:8]([O:11][C:12]2[CH:13]=[C:14]3[C:18](=[C:19]([O:21][CH:22]4[CH2:27][CH2:26][O:25][CH2:24][CH2:23]4)[CH:20]=2)[NH:17][C:16]([C:28]2[S:29][CH:30]([CH2:33][C:34](O)=[O:35])[CH2:31][N:32]=2)=[CH:15]3)=[CH:7][CH:6]=1)(=[O:4])=[O:3].O.O[N:39]1C2C=CC=CC=2N=N1.Cl.C(N=C=NCCCN(C)C)C.N.